Predict the product of the given reaction. From a dataset of Forward reaction prediction with 1.9M reactions from USPTO patents (1976-2016). (1) The product is: [CH3:18][C:19]1[CH:28]=[C:27]([CH2:29][N:30]2[C:38]3[C:33](=[CH:34][C:35]([C:39]([NH:1][CH:2]4[CH2:6][N:5]([C:7]([O:9][C:10]([CH3:13])([CH3:12])[CH3:11])=[O:8])[CH2:4][CH:3]4[C:14]([O:16][CH3:17])=[O:15])=[O:40])=[CH:36][CH:37]=3)[CH:32]=[CH:31]2)[C:26]2[C:21](=[CH:22][CH:23]=[CH:24][CH:25]=2)[N:20]=1. Given the reactants [NH2:1][CH:2]1[CH2:6][N:5]([C:7]([O:9][C:10]([CH3:13])([CH3:12])[CH3:11])=[O:8])[CH2:4][CH:3]1[C:14]([O:16][CH3:17])=[O:15].[CH3:18][C:19]1[CH:28]=[C:27]([CH2:29][N:30]2[C:38]3[C:33](=[CH:34][C:35]([C:39](Cl)=[O:40])=[CH:36][CH:37]=3)[CH:32]=[CH:31]2)[C:26]2[CH2:25][CH:24]=[CH:23][CH2:22][C:21]=2[N:20]=1, predict the reaction product. (2) Given the reactants Br[C:2]1[C:11]2[C:6](=[CH:7][CH:8]=[CH:9][CH:10]=2)[C:5]([Br:12])=[CH:4][CH:3]=1.[CH:13]([C:15]1[CH:20]=[CH:19][CH:18]=[CH:17][C:16]=1B(O)O)=[O:14].COC.C(=O)([O-])[O-].[Na+].[Na+], predict the reaction product. The product is: [Br:12][C:5]1[C:6]2[C:11](=[CH:10][CH:9]=[CH:8][CH:7]=2)[C:2]([C:16]2[CH:17]=[CH:18][CH:19]=[CH:20][C:15]=2[CH:13]=[O:14])=[CH:3][CH:4]=1. (3) The product is: [F:35][CH:33]([F:34])[O:32][C:28]1[CH:27]=[C:26]([C:25](=[O:36])[CH2:6][C:2]#[N:1])[CH:31]=[CH:30][CH:29]=1. Given the reactants [NH2:1][C:2]1[CH:6]=CNN=1.COC(=O)C1C=CC(OCC2CC2)=C(Cl)C=1.CO[C:25](=[O:36])[C:26]1[CH:31]=[CH:30][CH:29]=[C:28]([O:32][CH:33]([F:35])[F:34])[CH:27]=1, predict the reaction product. (4) Given the reactants [NH2:1][C:2]1[C:3]([C:13]([OH:15])=O)=[N:4][C:5]([Br:12])=[C:6]([C:8]([F:11])([F:10])[F:9])[N:7]=1.[NH2:16][CH2:17][CH2:18][N:19]1[CH2:24][CH2:23][O:22][CH2:21][CH2:20]1.CCN(C(C)C)C(C)C.CN(C(ON1N=NC2C=CC=NC1=2)=[N+](C)C)C.F[P-](F)(F)(F)(F)F, predict the reaction product. The product is: [NH2:1][C:2]1[C:3]([C:13]([NH:16][CH2:17][CH2:18][N:19]2[CH2:24][CH2:23][O:22][CH2:21][CH2:20]2)=[O:15])=[N:4][C:5]([Br:12])=[C:6]([C:8]([F:9])([F:10])[F:11])[N:7]=1. (5) The product is: [CH3:16][C:13]1([CH3:17])[C:12]2[C:7]3=[C:8]([C:24]4[CH:25]=[C:26]([C:30]5[CH:35]=[CH:34][CH:33]=[CH:32][CH:31]=5)[CH:27]=[CH:28][C:29]=4[N:6]3[C:5]3[CH:4]=[CH:3][C:2]([B:41]([OH:46])[OH:42])=[CH:15][C:14]1=3)[CH:9]=[C:10]([C:18]1[CH:19]=[CH:20][CH:21]=[CH:22][CH:23]=1)[CH:11]=2. Given the reactants Br[C:2]1[CH:3]=[CH:4][C:5]2[N:6]3[C:29]4[CH:28]=[CH:27][C:26]([C:30]5[CH:35]=[CH:34][CH:33]=[CH:32][CH:31]=5)=[CH:25][C:24]=4[C:8]4[CH:9]=[C:10]([C:18]5[CH:23]=[CH:22][CH:21]=[CH:20][CH:19]=5)[CH:11]=[C:12]([C:13]([CH3:17])([CH3:16])[C:14]=2[CH:15]=1)[C:7]3=4.C([Li])CCC.[B:41]([O:46]C)(OC)[O:42]C, predict the reaction product. (6) The product is: [Br:1][C:2]1[S:3][C:4]([C:12]([C:14]2[CH:22]=[C:21]3[C:17]([C:18]([F:49])=[C:19]([C:38]4[CH:39]=[CH:40][CH:41]=[CH:42][CH:43]=4)[N:20]3[CH2:23][CH2:24][CH2:25][CH2:26][N:27]3[C:35](=[O:36])[C:34]4[C:29](=[CH:30][CH:31]=[CH:32][CH:33]=4)[C:28]3=[O:37])=[CH:16][CH:15]=2)=[O:13])=[CH:5][C:6]=1[CH2:7][C:8]([O:10][CH3:11])=[O:9]. Given the reactants [Br:1][C:2]1[S:3][C:4]([C:12]([C:14]2[CH:22]=[C:21]3[C:17]([CH:18]=[C:19]([C:38]4[CH:43]=[CH:42][CH:41]=[CH:40][CH:39]=4)[N:20]3[CH2:23][CH2:24][CH2:25][CH2:26][N:27]3[C:35](=[O:36])[C:34]4[C:29](=[CH:30][CH:31]=[CH:32][CH:33]=4)[C:28]3=[O:37])=[CH:16][CH:15]=2)=[O:13])=[CH:5][C:6]=1[CH2:7][C:8]([O:10][CH3:11])=[O:9].[O-]S(C(F)(F)[F:49])(=O)=O.F[N+]1C=CC=CC=1, predict the reaction product.